Dataset: NCI-60 drug combinations with 297,098 pairs across 59 cell lines. Task: Regression. Given two drug SMILES strings and cell line genomic features, predict the synergy score measuring deviation from expected non-interaction effect. (1) Drug 1: C1=CC(=CC=C1CCC2=CNC3=C2C(=O)NC(=N3)N)C(=O)NC(CCC(=O)O)C(=O)O. Drug 2: C1CCC(C(C1)N)N.C(=O)(C(=O)[O-])[O-].[Pt+4]. Cell line: OVCAR-4. Synergy scores: CSS=20.5, Synergy_ZIP=-0.786, Synergy_Bliss=-3.35, Synergy_Loewe=-4.58, Synergy_HSA=-1.76. (2) Drug 1: CC1CCC2CC(C(=CC=CC=CC(CC(C(=O)C(C(C(=CC(C(=O)CC(OC(=O)C3CCCCN3C(=O)C(=O)C1(O2)O)C(C)CC4CCC(C(C4)OC)OCCO)C)C)O)OC)C)C)C)OC. Drug 2: CC1CCCC2(C(O2)CC(NC(=O)CC(C(C(=O)C(C1O)C)(C)C)O)C(=CC3=CSC(=N3)C)C)C. Cell line: MOLT-4. Synergy scores: CSS=56.9, Synergy_ZIP=-8.80, Synergy_Bliss=-27.1, Synergy_Loewe=-21.0, Synergy_HSA=-27.4. (3) Drug 1: C1=NNC2=C1C(=O)NC=N2. Drug 2: N.N.Cl[Pt+2]Cl. Cell line: NCI-H522. Synergy scores: CSS=71.7, Synergy_ZIP=-2.28, Synergy_Bliss=0.601, Synergy_Loewe=-9.64, Synergy_HSA=3.05. (4) Drug 1: C1CC(=O)NC(=O)C1N2CC3=C(C2=O)C=CC=C3N. Drug 2: CC1=C(C=C(C=C1)C(=O)NC2=CC(=CC(=C2)C(F)(F)F)N3C=C(N=C3)C)NC4=NC=CC(=N4)C5=CN=CC=C5. Cell line: NCIH23. Synergy scores: CSS=7.17, Synergy_ZIP=0.249, Synergy_Bliss=2.50, Synergy_Loewe=2.67, Synergy_HSA=1.35. (5) Synergy scores: CSS=-2.30, Synergy_ZIP=1.69, Synergy_Bliss=0.870, Synergy_Loewe=-0.696, Synergy_HSA=-1.23. Cell line: UACC-257. Drug 1: CC1=CC=C(C=C1)C2=CC(=NN2C3=CC=C(C=C3)S(=O)(=O)N)C(F)(F)F. Drug 2: C1C(C(OC1N2C=NC3=C2NC=NCC3O)CO)O.